This data is from hERG Central: cardiac toxicity at 1µM, 10µM, and general inhibition. The task is: Predict hERG channel inhibition at various concentrations. The molecule is COc1ccc(N2CCN(c3ccc4nnc(CCC(=O)Nc5ccc(C)cc5)n4n3)CC2)cc1. Results: hERG_inhib (hERG inhibition (general)): blocker.